From a dataset of Peptide-MHC class I binding affinity with 185,985 pairs from IEDB/IMGT. Regression. Given a peptide amino acid sequence and an MHC pseudo amino acid sequence, predict their binding affinity value. This is MHC class I binding data. (1) The peptide sequence is YAEISFMLW. The MHC is HLA-A02:01 with pseudo-sequence HLA-A02:01. The binding affinity (normalized) is 0.0847. (2) The peptide sequence is TSVDLNAPV. The MHC is HLA-A02:02 with pseudo-sequence HLA-A02:02. The binding affinity (normalized) is 0.614. (3) The peptide sequence is PSSKPDWFY. The MHC is HLA-B58:01 with pseudo-sequence HLA-B58:01. The binding affinity (normalized) is 0.0847. (4) The peptide sequence is QIQAGNFHW. The MHC is HLA-A02:12 with pseudo-sequence HLA-A02:12. The binding affinity (normalized) is 0.0847. (5) The peptide sequence is AVHECFVKR. The MHC is HLA-A11:01 with pseudo-sequence HLA-A11:01. The binding affinity (normalized) is 0.438. (6) The peptide sequence is YLPTQQDVL. The MHC is Mamu-B8301 with pseudo-sequence Mamu-B8301. The binding affinity (normalized) is 0.0656. (7) The peptide sequence is ELYENKPDV. The MHC is HLA-B57:01 with pseudo-sequence HLA-B57:01. The binding affinity (normalized) is 0.0847. (8) The peptide sequence is RFLEFEALGF. The MHC is HLA-A24:02 with pseudo-sequence HLA-A24:02. The binding affinity (normalized) is 0.757.